From a dataset of Forward reaction prediction with 1.9M reactions from USPTO patents (1976-2016). Predict the product of the given reaction. (1) Given the reactants [CH:1]1([CH2:7][C:8]2[N:12]([C:13]3[CH:18]=[C:17]([C:19]([CH3:22])([CH3:21])[CH3:20])[CH:16]=[C:15]([C:23]([CH3:26])([CH3:25])[CH3:24])[CH:14]=3)[N:11]=[C:10]([C:27]([NH2:29])=[O:28])[CH:9]=2)[CH2:6][CH2:5][CH2:4][CH2:3][CH2:2]1.C(Cl)[Cl:31], predict the reaction product. The product is: [Cl:31][C:9]1[C:10]([C:27]([NH2:29])=[O:28])=[N:11][N:12]([C:13]2[CH:14]=[C:15]([C:23]([CH3:26])([CH3:25])[CH3:24])[CH:16]=[C:17]([C:19]([CH3:22])([CH3:20])[CH3:21])[CH:18]=2)[C:8]=1[CH2:7][CH:1]1[CH2:2][CH2:3][CH2:4][CH2:5][CH2:6]1. (2) Given the reactants [H-].[Al+3].[Li+].[H-].[H-].[H-].[Br:7][C:8]1[CH:12]=[C:11]([CH3:13])[S:10][C:9]=1[CH:14]=[N:15]O.[OH-].[Na+].[O-]S([O-])(=O)=O.[Na+].[Na+], predict the reaction product. The product is: [Br:7][C:8]1[CH:12]=[C:11]([CH3:13])[S:10][C:9]=1[CH2:14][NH2:15].[CH3:13][C:11]1[S:10][C:9]([CH2:14][NH2:15])=[CH:8][CH:12]=1. (3) Given the reactants [Cl:1][C:2]1[C:7]([C:8]([C:10]2[CH:15]=[CH:14][CH:13]=[CH:12][CH:11]=2)=[O:9])=[C:6]([F:16])[C:5]([CH:17](Br)Br)=[CH:4][CH:3]=1.C([OH:23])(C)C.O, predict the reaction product. The product is: [C:8]([C:7]1[C:6]([F:16])=[C:5]([CH:4]=[CH:3][C:2]=1[Cl:1])[CH:17]=[O:23])(=[O:9])[C:10]1[CH:15]=[CH:14][CH:13]=[CH:12][CH:11]=1.